From a dataset of Catalyst prediction with 721,799 reactions and 888 catalyst types from USPTO. Predict which catalyst facilitates the given reaction. Reactant: [CH3:1][O:2][C:3]([NH:5][C@@H:6]1[CH:14]2[C:15](=[O:24])[CH2:16][C@H:17]([C:19]([O:21][CH2:22][CH3:23])=[O:20])[CH2:18][N:12]3[C:13]2=[C:9]([CH:10]=[CH:11]3)[CH2:8][CH2:7]1)=[O:4].[Br:25]N1C(=O)CCC1=O. Product: [Br:25][C:11]1[N:12]2[CH2:18][C@@H:17]([C:19]([O:21][CH2:22][CH3:23])=[O:20])[CH2:16][C:15](=[O:24])[CH:14]3[C@@H:6]([NH:5][C:3]([O:2][CH3:1])=[O:4])[CH2:7][CH2:8][C:9]([CH:10]=1)=[C:13]23. The catalyst class is: 9.